Dataset: Catalyst prediction with 721,799 reactions and 888 catalyst types from USPTO. Task: Predict which catalyst facilitates the given reaction. (1) Reactant: Cl.[Cl:2][C:3]1[C:8]([C:9]2[C:10](=[O:16])[NH:11][C:12](=[O:15])[NH:13][CH:14]=2)=[CH:7][CH:6]=[C:5]([CH3:17])[N:4]=1.C([O-])([O-])=O.[K+].[K+].Br[CH2:25][CH2:26][CH:27]([O:30][CH3:31])[O:28][CH3:29].O. Product: [Cl:2][C:3]1[C:8]([C:9]2[C:10](=[O:16])[NH:11][C:12](=[O:15])[N:13]([CH2:25][CH2:26][CH:27]([O:30][CH3:31])[O:28][CH3:29])[CH:14]=2)=[CH:7][CH:6]=[C:5]([CH3:17])[N:4]=1. The catalyst class is: 3. (2) Product: [CH2:1]([O:8][N:9]([CH2:12][C:13]1([C:21]([NH:25][NH:24][C:26]2[N:31]=[C:30]([C:32]([F:34])([F:33])[F:35])[CH:29]=[CH:28][N:27]=2)=[O:23])[CH2:18][CH2:17][C:16]([CH3:20])([CH3:19])[CH2:15][CH2:14]1)[CH:10]=[O:11])[C:2]1[CH:7]=[CH:6][CH:5]=[CH:4][CH:3]=1. The catalyst class is: 3. Reactant: [CH2:1]([O:8][N:9]([CH2:12][C:13]1([C:21]([OH:23])=O)[CH2:18][CH2:17][C:16]([CH3:20])([CH3:19])[CH2:15][CH2:14]1)[CH:10]=[O:11])[C:2]1[CH:7]=[CH:6][CH:5]=[CH:4][CH:3]=1.[NH:24]([C:26]1[N:31]=[C:30]([C:32]([F:35])([F:34])[F:33])[CH:29]=[CH:28][N:27]=1)[NH2:25].CN1CCOCC1.C1C=NC2N(O)N=NC=2C=1.Cl.CN(C)CCCN=C=NCC. (3) Reactant: [O-:1][S:2]([O-:4])=[O:3].[Na+].[Na+].Cl[CH2:8][C:9]([O:11][CH2:12][CH3:13])=[O:10]. Product: [CH2:12]([O:11][C:9]([CH2:8][S:2]([OH:4])(=[O:1])=[O:3])=[O:10])[CH3:13]. The catalyst class is: 315.